This data is from Full USPTO retrosynthesis dataset with 1.9M reactions from patents (1976-2016). The task is: Predict the reactants needed to synthesize the given product. The reactants are: [Cl:1]C1C2C=C(C(NC3C=CC(N4CCN([C:26](=[O:34])[CH2:27][C:28]([CH3:33])([CH3:32])[C:29]([OH:31])=[O:30])CC4)=NC=3)=O)SC=2C=CC=1.[N:35]1([C:41]2[N:46]=[CH:45][C:44]([NH:47][C:48]([C:50]3[N:51]([CH2:64][CH3:65])[C:52]4[C:57]([CH:58]=3)=[C:56]([O:59][CH2:60][CH:61]([CH3:63])[CH3:62])[CH:55]=[CH:54][CH:53]=4)=[O:49])=[CH:43][CH:42]=2)[CH2:40][CH2:39][NH:38][CH2:37][CH2:36]1.CC1(C)CC(=O)OC1=O. Given the product [ClH:1].[CH2:64]([N:51]1[C:52]2[C:57](=[C:56]([O:59][CH2:60][CH:61]([CH3:62])[CH3:63])[CH:55]=[CH:54][CH:53]=2)[CH:58]=[C:50]1[C:48]([NH:47][C:44]1[CH:43]=[CH:42][C:41]([N:35]2[CH2:40][CH2:39][N:38]([C:26](=[O:34])[CH2:27][C:28]([CH3:33])([CH3:32])[C:29]([OH:31])=[O:30])[CH2:37][CH2:36]2)=[N:46][CH:45]=1)=[O:49])[CH3:65], predict the reactants needed to synthesize it.